Task: Predict the reaction yield, written as a fraction of the theoretical maximum amount of product (1.0 means a 100% yield; for example, 0.34 means a 34% yield).. Dataset: Reaction yield outcomes from USPTO patents with 853,638 reactions (1) The reactants are [C:1]([O:5][C:6](=[O:44])[NH:7][C@@H:8]([C@H:35]([CH3:43])[CH2:36][CH:37]([CH3:42])[CH2:38][CH2:39][CH:40]=C)[C:9]([N:11]1[CH2:15][C@H:14]([OH:16])[CH2:13][C@H:12]1[C:17](=[O:34])[NH:18][C@:19]1([C:24](=[O:33])[NH:25][S:26]([C:29]2([CH3:32])[CH2:31][CH2:30]2)(=[O:28])=[O:27])[CH2:21][C@H:20]1[CH:22]=C)=[O:10])([CH3:4])([CH3:3])[CH3:2]. The catalyst is ClCCCl.CC1C=C(C)C(N2C(=[Ru](Cl)(Cl)=CC3C=CC=CC=3OC(C)C)N(C3C(C)=CC(C)=CC=3C)CC2)=C(C)C=1. The product is [C:1]([O:5][C:6](=[O:44])[NH:7][C@@H:8]1[C:9](=[O:10])[N:11]2[CH2:15][C@H:14]([OH:16])[CH2:13][C@H:12]2[C:17](=[O:34])[NH:18][C@:19]2([C:24](=[O:33])[NH:25][S:26]([C:29]3([CH3:32])[CH2:30][CH2:31]3)(=[O:27])=[O:28])[CH2:21][C@H:20]2[CH:22]=[CH:40][CH2:39][CH2:38][C@@H:37]([CH3:42])[CH2:36][C@H:35]1[CH3:43])([CH3:4])([CH3:3])[CH3:2]. The yield is 0.700. (2) The reactants are [C:1]([O:5][C:6]([N:8]1[CH2:12][C@@H:11]([N:13]([CH2:26][C:27]2[CH:32]=[C:31]([C:33]([F:36])([F:35])[F:34])[CH:30]=[C:29]([C:37]([F:40])([F:39])[F:38])[CH:28]=2)[C:14]2[N:19]=[CH:18][C:17]([C:20]3[CH:21]=[N:22][N:23]([CH3:25])[CH:24]=3)=[CH:16][N:15]=2)[CH2:10][C@H:9]1[CH2:41][CH3:42])=[O:7])(C)([CH3:3])[CH3:2].FC(F)(F)C(O)=O.C(N(CC)C(C)C)(C)C.ClC(OC(C)C)=O. The product is [CH:1]([O:5][C:6]([N:8]1[CH2:12][C@@H:11]([N:13]([CH2:26][C:27]2[CH:32]=[C:31]([C:33]([F:34])([F:35])[F:36])[CH:30]=[C:29]([C:37]([F:38])([F:39])[F:40])[CH:28]=2)[C:14]2[N:15]=[CH:16][C:17]([C:20]3[CH:21]=[N:22][N:23]([CH3:25])[CH:24]=3)=[CH:18][N:19]=2)[CH2:10][C@H:9]1[CH2:41][CH3:42])=[O:7])([CH3:3])[CH3:2]. The catalyst is ClCCl.O. The yield is 0.730. (3) The reactants are C(OC([N:8]1[C:16]2[C:11](=[CH:12][CH:13]=[CH:14][CH:15]=2)[C:10]([C:17](=[O:34])[N:18]([CH3:33])[C:19]2[CH:20]=[N:21][C:22]([O:25][C:26]3[C:27]([CH3:32])=[N:28][CH:29]=[CH:30][CH:31]=3)=[CH:23][CH:24]=2)=[CH:9]1)=O)(C)(C)C.C(O)(C(F)(F)F)=O. The catalyst is ClCCl. The product is [CH3:33][N:18]([C:19]1[CH:20]=[N:21][C:22]([O:25][C:26]2[C:27]([CH3:32])=[N:28][CH:29]=[CH:30][CH:31]=2)=[CH:23][CH:24]=1)[C:17]([C:10]1[C:11]2[C:16](=[CH:15][CH:14]=[CH:13][CH:12]=2)[NH:8][CH:9]=1)=[O:34]. The yield is 0.900. (4) The reactants are [Cl:1][C:2]1[CH:3]=[CH:4][C:5]([CH3:11])=[C:6]([N:8]=[C:9]=[O:10])[CH:7]=1.S(Cl)(Cl)(=O)=O.N(C(C)(C)C#N)=NC(C)(C)C#N.[Al+3].[Cl-].[Cl-].[Cl-].[CH:33]1[CH:38]=[CH:37][CH:36]=[CH:35][CH:34]=1. The catalyst is C(Cl)(Cl)(Cl)Cl.C(Cl)Cl. The product is [Cl:1][C:2]1[CH:3]=[CH:4][C:5]2[CH2:11][C:34]3[CH:35]=[CH:36][CH:37]=[CH:38][C:33]=3[C:9](=[O:10])[NH:8][C:6]=2[CH:7]=1. The yield is 0.140.